This data is from Catalyst prediction with 721,799 reactions and 888 catalyst types from USPTO. The task is: Predict which catalyst facilitates the given reaction. (1) Reactant: [Br:1][C:2]1[CH:7]=[CH:6][C:5]([C:8](=[N:22][O:23][CH2:24][CH3:25])[CH:9]2[CH2:14][CH2:13][N:12]([C:15]3([CH3:21])[CH2:20][CH2:19][NH:18][CH2:17][CH2:16]3)[CH2:11][CH2:10]2)=[CH:4][CH:3]=1.[CH2:26]([N:28]1[C:36]2[C:31](=[CH:32][CH:33]=[CH:34][CH:35]=2)[CH:30]=[C:29]1[C:37](O)=[O:38])[CH3:27].CCN(CC)CC.CN(C(ON1N=NC2C=CC=NC1=2)=[N+](C)C)C.F[P-](F)(F)(F)(F)F. Product: [Br:1][C:2]1[CH:7]=[CH:6][C:5]([C:8](=[N:22][O:23][CH2:24][CH3:25])[CH:9]2[CH2:10][CH2:11][N:12]([C:15]3([CH3:21])[CH2:20][CH2:19][N:18]([C:37]([C:29]4[N:28]([CH2:26][CH3:27])[C:36]5[C:31]([CH:30]=4)=[CH:32][CH:33]=[CH:34][CH:35]=5)=[O:38])[CH2:17][CH2:16]3)[CH2:13][CH2:14]2)=[CH:4][CH:3]=1. The catalyst class is: 3. (2) Reactant: [Cl:1][C:2]1[CH:3]=[C:4]2[C:8](=[C:9]([C:11]([OH:13])=O)[CH:10]=1)[NH:7][CH:6]=[CH:5]2.CN(C(ON1N=NC2C=CC=CC1=2)=[N+](C)C)C.[B-](F)(F)(F)F.C(N(CC)C(C)C)(C)C.[C:45]([C:49]1[CH:69]=[CH:68][C:52]([CH2:53][NH:54][CH2:55][CH2:56][C:57]2[CH:62]=[CH:61][C:60]([F:63])=[C:59]([C:64]([F:67])([F:66])[F:65])[CH:58]=2)=[CH:51][CH:50]=1)([CH3:48])([CH3:47])[CH3:46]. Product: [C:45]([C:49]1[CH:69]=[CH:68][C:52]([CH2:53][N:54]([CH2:55][CH2:56][C:57]2[CH:62]=[CH:61][C:60]([F:63])=[C:59]([C:64]([F:66])([F:67])[F:65])[CH:58]=2)[C:11]([C:9]2[CH:10]=[C:2]([Cl:1])[CH:3]=[C:4]3[C:8]=2[NH:7][CH:6]=[CH:5]3)=[O:13])=[CH:51][CH:50]=1)([CH3:48])([CH3:46])[CH3:47]. The catalyst class is: 18.